This data is from Reaction yield outcomes from USPTO patents with 853,638 reactions. The task is: Predict the reaction yield, written as a fraction of the theoretical maximum amount of product (1.0 means a 100% yield; for example, 0.34 means a 34% yield). (1) The product is [N:1]1([C:6]2([CH2:16][CH2:17][NH:25][CH2:24][C:20]3[S:19][CH:23]=[CH:22][CH:21]=3)[CH2:15][C:10]3([CH2:14][CH2:13][CH2:12][CH2:11]3)[O:9][CH2:8][CH2:7]2)[CH:5]=[CH:4][CH:3]=[N:2]1. The reactants are [N:1]1([C:6]2([CH2:16][CH:17]=O)[CH2:15][C:10]3([CH2:14][CH2:13][CH2:12][CH2:11]3)[O:9][CH2:8][CH2:7]2)[CH:5]=[CH:4][CH:3]=[N:2]1.[S:19]1[CH:23]=[CH:22][CH:21]=[C:20]1[CH2:24][NH2:25].[BH-](OC(C)=O)(OC(C)=O)OC(C)=O.[Na+].C(O)(C(F)(F)F)=O. The yield is 0.610. No catalyst specified. (2) The reactants are [C:1]([C:3]1[CH:4]=[C:5]([CH:9]=[CH:10][C:11]=1F)[C:6]([OH:8])=[O:7])#[N:2].[CH3:13][O:14][CH2:15][CH2:16][OH:17].[H-].[Na+].Cl. The catalyst is C(#N)C. The product is [C:1]([C:3]1[CH:4]=[C:5]([CH:9]=[CH:10][C:11]=1[O:17][CH2:16][CH2:15][O:14][CH3:13])[C:6]([OH:8])=[O:7])#[N:2]. The yield is 0.930. (3) The reactants are [Br:1][C:2]1[CH:3]=[C:4]2[C:8](=[CH:9][CH:10]=1)[NH:7][CH:6]=[CH:5]2.[C:11]1([CH3:21])[CH:16]=[CH:15][C:14]([S:17](Cl)(=[O:19])=[O:18])=[CH:13][CH:12]=1.[OH-].[K+]. The catalyst is S([O-])(O)(=O)=O.C([N+](CCCC)(CCCC)CCCC)CCC.C1(C)C=CC=CC=1. The product is [Br:1][C:2]1[CH:3]=[C:4]2[C:8](=[CH:9][CH:10]=1)[N:7]([S:17]([C:14]1[CH:15]=[CH:16][C:11]([CH3:21])=[CH:12][CH:13]=1)(=[O:19])=[O:18])[CH:6]=[CH:5]2. The yield is 0.990. (4) The reactants are [Na].[CH3:2][O:3][C:4]1[CH:9]=[CH:8][C:7]([CH2:10][SH:11])=[CH:6][CH:5]=1.Cl[CH2:13][CH2:14][O:15][CH2:16][CH2:17][O:18][CH2:19][CH2:20][OH:21].[Cl-].[NH4+]. The catalyst is C(O)C. The product is [CH3:2][O:3][C:4]1[CH:9]=[CH:8][C:7]([CH2:10][S:11][CH2:13][CH2:14][O:15][CH2:16][CH2:17][O:18][CH2:19][CH2:20][OH:21])=[CH:6][CH:5]=1. The yield is 0.710. (5) The reactants are [C:1]1([C:23]2[CH:28]=[CH:27][CH:26]=[CH:25][CH:24]=2)[CH:6]=[CH:5][C:4]([CH2:7][CH2:8][C:9]([C:11]2[O:12][C:13]([C:16]3[CH:21]=[CH:20][CH:19]=[C:18](Br)[N:17]=3)=[N:14][N:15]=2)=[O:10])=[CH:3][CH:2]=1.C1(CCCCCCC(C2OC(C3N=C([C:54]([O:56][CH3:57])=[O:55])C=CC=3)=NN=2)=O)C=CC=CC=1. The catalyst is CO.C(Cl)Cl. The product is [C:1]1([C:23]2[CH:28]=[CH:27][CH:26]=[CH:25][CH:24]=2)[CH:6]=[CH:5][C:4]([CH2:7][CH2:8][C:9]([C:11]2[O:12][C:13]([C:16]3[N:17]=[C:18]([C:54]([O:56][CH3:57])=[O:55])[CH:19]=[CH:20][CH:21]=3)=[N:14][N:15]=2)=[O:10])=[CH:3][CH:2]=1. The yield is 0.480. (6) The reactants are [CH3:1][O:2][C:3]1[CH:8]=[CH:7][C:6]([C:9]([C:13]2[CH:18]=[CH:17][C:16]([O:19][CH3:20])=[CH:15][CH:14]=2)(O)[CH2:10][CH3:11])=[CH:5][CH:4]=1.O.C1(C)C=CC(S(O)(=O)=O)=CC=1. The catalyst is C1(C)C=CC=CC=1. The product is [CH3:20][O:19][C:16]1[CH:15]=[CH:14][C:13]([C:9]([C:6]2[CH:5]=[CH:4][C:3]([O:2][CH3:1])=[CH:8][CH:7]=2)=[CH:10][CH3:11])=[CH:18][CH:17]=1. The yield is 0.970. (7) The product is [NH4+:15].[OH-:5].[CH3:13][C:12]1[CH:11]=[C:10]([CH2:14][N:15]2[C:23]3[C:18](=[CH:19][C:20]([Cl:24])=[CH:21][CH:22]=3)[C:17]([CH3:25])=[C:16]2[C:26]2[CH:27]=[N:28][CH:29]=[CH:30][CH:31]=2)[CH:9]=[C:8]([CH3:32])[C:7]=1[C:6]([OH:33])=[O:5]. The catalyst is N1C(C)=CC=CC=1C. The yield is 0.00100. The reactants are [I-].[Li+].C([O:5][C:6](=[O:33])[C:7]1[C:12]([CH3:13])=[CH:11][C:10]([CH2:14][N:15]2[C:23]3[C:18](=[CH:19][C:20]([Cl:24])=[CH:21][CH:22]=3)[C:17]([CH3:25])=[C:16]2[C:26]2[CH:27]=[N:28][CH:29]=[CH:30][CH:31]=2)=[CH:9][C:8]=1[CH3:32])C.Cl. (8) The reactants are [CH:1]([NH:4][CH:5]([CH3:7])[CH3:6])([CH3:3])[CH3:2].[C:8]1([P:14](Cl)[Cl:15])[CH:13]=[CH:12][CH:11]=[CH:10][CH:9]=1. The catalyst is CCCCCC. The product is [Cl:15][P:14]([N:4]([CH:5]([CH3:7])[CH3:6])[CH:1]([CH3:3])[CH3:2])[C:8]1[CH:13]=[CH:12][CH:11]=[CH:10][CH:9]=1. The yield is 0.800.